This data is from Catalyst prediction with 721,799 reactions and 888 catalyst types from USPTO. The task is: Predict which catalyst facilitates the given reaction. (1) Reactant: [Cl:1][C:2]1[CH:7]=[C:6]([F:8])[CH:5]=[CH:4][C:3]=1[SH:9].[C:10](=O)([O-])[O-].[K+].[K+].CI. Product: [Cl:1][C:2]1[CH:7]=[C:6]([F:8])[CH:5]=[CH:4][C:3]=1[S:9][CH3:10]. The catalyst class is: 18. (2) Product: [F:1][C:2]1[C:3]([C:22]2([OH:28])[CH2:23][CH2:24][N:25]([C:33](=[O:39])[N:50]([OH:51])[CH3:49])[CH2:26][CH2:27]2)=[N:4][N:5]([C:14]2[CH:15]=[CH:16][C:17]([O:20][CH3:21])=[CH:18][CH:19]=2)[C:6]=1[C:7]1[CH:12]=[CH:11][C:10]([CH3:13])=[CH:9][CH:8]=1. Reactant: [F:1][C:2]1[C:3]([C:22]2([OH:28])[CH2:27][CH2:26][NH:25][CH2:24][CH2:23]2)=[N:4][N:5]([C:14]2[CH:19]=[CH:18][C:17]([O:20][CH3:21])=[CH:16][CH:15]=2)[C:6]=1[C:7]1[CH:12]=[CH:11][C:10]([CH3:13])=[CH:9][CH:8]=1.ClC(Cl)(O[C:33](=[O:39])OC(Cl)(Cl)Cl)Cl.C(N(CC)CC)C.Cl.[CH3:49][NH:50][OH:51]. The catalyst class is: 7. (3) Reactant: [F:1][C:2]1[C:11]2[CH2:10][N:9]([C@H:12]([CH:16]([CH3:18])[CH3:17])[C:13](O)=[O:14])[C:8](=[O:19])[C:7]3=[CH:20][NH:21][C:5]([C:6]=23)=[N:4][CH:3]=1.Cl.[NH:23]1[CH2:28][CH2:27][S:26](=[O:30])(=[O:29])[CH2:25][CH2:24]1.C1C=CC2N(O)N=NC=2C=1.C(Cl)CCl. Product: [O:29]=[S:26]1(=[O:30])[CH2:27][CH2:28][N:23]([C:13]([C@H:12]([N:9]2[C:8](=[O:19])[C:7]3=[CH:20][NH:21][C:5]4[C:6]3=[C:11]([C:2]([F:1])=[CH:3][N:4]=4)[CH2:10]2)[CH:16]([CH3:18])[CH3:17])=[O:14])[CH2:24][CH2:25]1. The catalyst class is: 456. (4) Product: [Cl:30][C:25]1[CH:26]=[CH:27][CH:28]=[CH:29][C:24]=1[N:6]1[C:5]2[C:4](=[O:31])[N:3]([CH3:32])[C:2]([O:35][CH2:34][C:33]([O:37][CH2:38][CH3:39])=[O:36])=[N:10][C:9]=2[N:8]=[C:7]1[N:11]1[CH2:16][CH2:15][N:14]([C:17]([O:19][C:20]([CH3:22])([CH3:21])[CH3:23])=[O:18])[CH2:13][CH2:12]1. Reactant: Cl[C:2]1[N:3]([CH3:32])[C:4](=[O:31])[C:5]2[N:6]([C:24]3[CH:29]=[CH:28][CH:27]=[CH:26][C:25]=3[Cl:30])[C:7]([N:11]3[CH2:16][CH2:15][N:14]([C:17]([O:19][C:20]([CH3:23])([CH3:22])[CH3:21])=[O:18])[CH2:13][CH2:12]3)=[N:8][C:9]=2[N:10]=1.[C:33]([O:37][CH2:38][CH3:39])(=[O:36])[CH2:34][OH:35].[H-].[Na+]. The catalyst class is: 435. (5) Reactant: [CH2:1]([O:3][C:4](=[O:23])[C:5]1[CH:10]=[CH:9][C:8]([O:11][CH2:12][C:13]2[CH:18]=[CH:17][CH:16]=[CH:15][CH:14]=2)=[C:7]([O:19]C(=O)C)[CH:6]=1)[CH3:2].C(=O)([O-])[O-].[K+].[K+]. Product: [CH2:1]([O:3][C:4](=[O:23])[C:5]1[CH:10]=[CH:9][C:8]([O:11][CH2:12][C:13]2[CH:18]=[CH:17][CH:16]=[CH:15][CH:14]=2)=[C:7]([OH:19])[CH:6]=1)[CH3:2]. The catalyst class is: 5. (6) Reactant: [CH3:1][C@H:2]1[CH2:7][N:6]([C:8]2[CH:13]=[CH:12][CH:11]=[CH:10][N:9]=2)[CH2:5][CH2:4][N:3]1[C:14]1[C:15](=[O:28])[NH:16][C:17]2[C:22]([N:23]=1)=[CH:21][C:20]([C:24]([O:26][CH3:27])=[O:25])=[CH:19][CH:18]=2.[O:29](S(C(F)(F)F)(=O)=O)[S:30]([C:33]([F:36])([F:35])[F:34])(=O)=[O:31]. Product: [CH3:1][C@H:2]1[CH2:7][N:6]([C:8]2[CH:13]=[CH:12][CH:11]=[CH:10][N:9]=2)[CH2:5][CH2:4][N:3]1[C:14]1[C:15]([O:28][S:30]([C:33]([F:36])([F:35])[F:34])(=[O:31])=[O:29])=[N:16][C:17]2[C:22]([N:23]=1)=[CH:21][C:20]([C:24]([O:26][CH3:27])=[O:25])=[CH:19][CH:18]=2. The catalyst class is: 4. (7) Reactant: [N+:1]([CH2:3][C:4]([O:6][CH3:7])=[O:5])#[C-].[CH:8]([C:10]1[CH:19]=[CH:18][CH:17]=[CH:16][C:11]=1[C:12]([O:14]C)=O)=O.[H-].[Na+].C(O)(=O)C. Product: [O:14]=[C:12]1[C:11]2[C:10](=[CH:19][CH:18]=[CH:17][CH:16]=2)[CH:8]=[C:3]([C:4]([O:6][CH3:7])=[O:5])[NH:1]1. The catalyst class is: 35. (8) Reactant: [F:1][C:2]1([F:13])[CH2:7][CH2:6][CH:5]([C:8](OCC)=[O:9])[CH2:4][CH2:3]1.[H-].[Al+3].[Li+].[H-].[H-].[H-].[OH-].[Na+]. Product: [F:1][C:2]1([F:13])[CH2:7][CH2:6][CH:5]([CH2:8][OH:9])[CH2:4][CH2:3]1. The catalyst class is: 7.